This data is from TCR-epitope binding with 47,182 pairs between 192 epitopes and 23,139 TCRs. The task is: Binary Classification. Given a T-cell receptor sequence (or CDR3 region) and an epitope sequence, predict whether binding occurs between them. (1) The epitope is SGPLKAEIAQRLED. The TCR CDR3 sequence is CSVDTGQGVSEQYF. Result: 0 (the TCR does not bind to the epitope). (2) The epitope is VSFIEFVGW. The TCR CDR3 sequence is CASSYGGQRASYEQYF. Result: 0 (the TCR does not bind to the epitope).